From a dataset of Catalyst prediction with 721,799 reactions and 888 catalyst types from USPTO. Predict which catalyst facilitates the given reaction. (1) Reactant: [N:1]1[C:9]2[CH:8]=[CH:7][N:6]=[CH:5][C:4]=2[NH:3][C:2]=1[C:10]1[C:18]2[N:17]3[CH:19]=[CH:20][CH:21]=[C:16]3[C:15](=O)[C:14]=2[CH:13]=[CH:12][CH:11]=1.Cl.[NH2:24][OH:25]. Product: [N:1]1[C:9]2[CH:8]=[CH:7][N:6]=[CH:5][C:4]=2[NH:3][C:2]=1[C:10]1[C:18]2[N:17]3[CH:19]=[CH:20][CH:21]=[C:16]3[C:15](=[N:24][OH:25])[C:14]=2[CH:13]=[CH:12][CH:11]=1. The catalyst class is: 17. (2) Reactant: Cl[CH2:2][CH2:3][NH:4][C:5]([NH:7][CH:8]([CH3:10])[CH3:9])=[O:6].[H-].[Na+]. Product: [CH:8]([N:7]1[CH2:2][CH2:3][NH:4][C:5]1=[O:6])([CH3:10])[CH3:9]. The catalyst class is: 1.